Dataset: NCI-60 drug combinations with 297,098 pairs across 59 cell lines. Task: Regression. Given two drug SMILES strings and cell line genomic features, predict the synergy score measuring deviation from expected non-interaction effect. Drug 1: CS(=O)(=O)CCNCC1=CC=C(O1)C2=CC3=C(C=C2)N=CN=C3NC4=CC(=C(C=C4)OCC5=CC(=CC=C5)F)Cl. Drug 2: COC1=C2C(=CC3=C1OC=C3)C=CC(=O)O2. Cell line: HOP-62. Synergy scores: CSS=-1.14, Synergy_ZIP=-0.294, Synergy_Bliss=0.144, Synergy_Loewe=0.541, Synergy_HSA=-3.60.